This data is from NCI-60 drug combinations with 297,098 pairs across 59 cell lines. The task is: Regression. Given two drug SMILES strings and cell line genomic features, predict the synergy score measuring deviation from expected non-interaction effect. (1) Drug 1: COC1=C(C=C2C(=C1)N=CN=C2NC3=CC(=C(C=C3)F)Cl)OCCCN4CCOCC4. Drug 2: CN(C(=O)NC(C=O)C(C(C(CO)O)O)O)N=O. Cell line: PC-3. Synergy scores: CSS=18.5, Synergy_ZIP=-6.22, Synergy_Bliss=-0.117, Synergy_Loewe=-11.8, Synergy_HSA=2.26. (2) Synergy scores: CSS=59.8, Synergy_ZIP=6.39, Synergy_Bliss=10.8, Synergy_Loewe=-1.19, Synergy_HSA=10.8. Drug 2: CC1C(C(CC(O1)OC2CC(CC3=C2C(=C4C(=C3O)C(=O)C5=CC=CC=C5C4=O)O)(C(=O)C)O)N)O. Cell line: NCI-H226. Drug 1: CNC(=O)C1=CC=CC=C1SC2=CC3=C(C=C2)C(=NN3)C=CC4=CC=CC=N4. (3) Drug 1: COC1=CC(=CC(=C1O)OC)C2C3C(COC3=O)C(C4=CC5=C(C=C24)OCO5)OC6C(C(C7C(O6)COC(O7)C8=CC=CS8)O)O. Drug 2: C1C(C(OC1N2C=NC(=NC2=O)N)CO)O. Cell line: HL-60(TB). Synergy scores: CSS=71.8, Synergy_ZIP=-0.307, Synergy_Bliss=0.0427, Synergy_Loewe=3.09, Synergy_HSA=5.84. (4) Drug 1: CC1=C(C(=O)C2=C(C1=O)N3CC4C(C3(C2COC(=O)N)OC)N4)N. Drug 2: C(CN)CNCCSP(=O)(O)O. Cell line: COLO 205. Synergy scores: CSS=37.8, Synergy_ZIP=0.748, Synergy_Bliss=-0.0920, Synergy_Loewe=-22.1, Synergy_HSA=-1.40.